Predict the product of the given reaction. From a dataset of Forward reaction prediction with 1.9M reactions from USPTO patents (1976-2016). Given the reactants [O:1]1[CH2:7][CH2:6][CH2:5][N:4]([CH2:8][CH2:9][N:10]2[C:14]3=[N:15][CH:16]=[N:17][C:18]([NH2:19])=[C:13]3[CH:12]=[N:11]2)[CH2:3][CH2:2]1.[CH2:20]([N:23]=[C:24]=[O:25])[CH2:21][CH3:22], predict the reaction product. The product is: [O:1]1[CH2:7][CH2:6][CH2:5][N:4]([CH2:8][CH2:9][N:10]2[C:14]3=[N:15][CH:16]=[N:17][C:18]([NH:19][C:24]([NH:23][CH2:20][CH2:21][CH3:22])=[O:25])=[C:13]3[CH:12]=[N:11]2)[CH2:3][CH2:2]1.